This data is from Full USPTO retrosynthesis dataset with 1.9M reactions from patents (1976-2016). The task is: Predict the reactants needed to synthesize the given product. (1) Given the product [Cl:1][C:2]1[CH:11]=[C:10]([C:12](=[O:15])[NH:13][CH3:14])[CH:9]=[C:8]([Cl:16])[C:3]=1[C:4]([OH:6])=[O:5], predict the reactants needed to synthesize it. The reactants are: [Cl:1][C:2]1[CH:11]=[C:10]([C:12](=[O:15])[NH:13][CH3:14])[CH:9]=[C:8]([Cl:16])[C:3]=1[C:4]([O:6]C)=[O:5].[I-].[Li+]. (2) Given the product [NH2:1][C:2]1[C:11]2[N:10]=[CH:9][C:8]([CH2:12][CH2:13][C:14]3[CH:22]=[CH:21][C:17]([C:18]([N:40]([CH2:39][CH2:38][N:37]([CH3:42])[CH3:36])[CH3:41])=[O:19])=[CH:16][C:15]=3[CH3:23])=[CH:7][C:6]=2[C:5]2[CH:24]=[CH:25][C:26]([CH3:28])=[CH:27][C:4]=2[N:3]=1, predict the reactants needed to synthesize it. The reactants are: [NH2:1][C:2]1[C:11]2[N:10]=[CH:9][C:8]([CH2:12][CH2:13][C:14]3[CH:22]=[CH:21][C:17]([C:18](Cl)=[O:19])=[CH:16][C:15]=3[CH3:23])=[CH:7][C:6]=2[C:5]2[CH:24]=[CH:25][C:26]([CH3:28])=[CH:27][C:4]=2[N:3]=1.C(N(CC)CC)C.[CH3:36][N:37]([CH3:42])[CH2:38][CH2:39][NH:40][CH3:41]. (3) Given the product [CH:6]1([CH:5]([S:11][CH2:10][C:9]([O:13][CH2:14][CH3:15])=[O:12])[CH2:4][N+:1]([O-:3])=[O:2])[CH2:8][CH2:7]1, predict the reactants needed to synthesize it. The reactants are: [N+:1](/[CH:4]=[CH:5]/[CH:6]1[CH2:8][CH2:7]1)([O-:3])=[O:2].[C:9]([O:13][CH2:14][CH3:15])(=[O:12])[CH2:10][SH:11]. (4) Given the product [CH2:16]([O:23][C:24]1[C:29]([O:30][CH3:31])=[CH:28][CH:27]=[CH:26][C:25]=1[CH2:11][CH2:12][NH:8][CH:1]=[O:2])[C:17]1[CH:18]=[CH:19][CH:20]=[CH:21][CH:22]=1, predict the reactants needed to synthesize it. The reactants are: [C:1]([N:8]1[CH:12]=[CH:11]N=C1)(N1C=CN=C1)=[O:2].C(O)=O.[CH2:16]([O:23][C:24]1[C:29]([O:30][CH3:31])=[CH:28][CH:27]=[CH:26][C:25]=1CCN)[C:17]1[CH:22]=[CH:21][CH:20]=[CH:19][CH:18]=1. (5) Given the product [ClH:16].[NH:1]([C:2]1[CH:3]=[C:4]([CH:8]=[CH:9][C:10]=1[CH3:11])[C:5]([OH:7])=[O:6])[NH2:12], predict the reactants needed to synthesize it. The reactants are: [NH2:1][C:2]1[CH:3]=[C:4]([CH:8]=[CH:9][C:10]=1[CH3:11])[C:5]([OH:7])=[O:6].[N:12]([O-])=O.[Na+].[Cl:16][Sn]Cl. (6) Given the product [OH:1][CH:2]([CH:8]([CH:12]1[CH2:13][CH2:14][CH2:15][CH2:16]1)[CH2:9][CH:10]=[CH2:11])[CH2:3][C:4]([OH:6])=[O:5], predict the reactants needed to synthesize it. The reactants are: [OH:1][CH:2]([CH:8]([CH:12]1[CH2:16][CH2:15][CH2:14][CH2:13]1)[CH2:9][CH:10]=[CH2:11])[CH2:3][C:4]([O:6]C)=[O:5]. (7) Given the product [CH2:8]([NH:12][S:22]([CH2:21][C:16]1[CH:17]=[CH:18][C:19]([Cl:20])=[C:14]([Cl:13])[CH:15]=1)(=[O:24])=[O:23])[CH2:9][C:10]#[CH:11], predict the reactants needed to synthesize it. The reactants are: C(=O)([O-])[O-].[K+].[K+].Cl.[CH2:8]([NH2:12])[CH2:9][C:10]#[CH:11].[Cl:13][C:14]1[CH:15]=[C:16]([CH2:21][S:22](Cl)(=[O:24])=[O:23])[CH:17]=[CH:18][C:19]=1[Cl:20]. (8) Given the product [ClH:1].[CH3:8][O:9][C:10]1[CH:11]=[CH:12][C:13]([CH2:14][CH2:15][N:16]2[CH2:21][CH2:20][CH2:19][CH2:18][C@@H:17]2[CH2:22][N:23]2[C:29]3[CH:30]=[CH:31][CH:32]=[CH:33][C:28]=3[CH2:27][O:26][C:25]3[CH:34]=[CH:35][CH:36]=[CH:37][C:24]2=3)=[CH:38][CH:39]=1, predict the reactants needed to synthesize it. The reactants are: [ClH:1].O1CCOCC1.[CH3:8][O:9][C:10]1[CH:39]=[CH:38][C:13]([CH2:14][CH2:15][N:16]2[CH2:21][CH2:20][CH2:19][CH2:18][C@@H:17]2[CH2:22][N:23]2[C:29]3[CH:30]=[CH:31][CH:32]=[CH:33][C:28]=3[CH2:27][O:26][C:25]3[CH:34]=[CH:35][CH:36]=[CH:37][C:24]2=3)=[CH:12][CH:11]=1.